Dataset: Catalyst prediction with 721,799 reactions and 888 catalyst types from USPTO. Task: Predict which catalyst facilitates the given reaction. (1) Reactant: [Cl:1][C:2]1[CH:10]=[CH:9][C:8]([C:11]2[N:12]([C:22]([O:24][C:25]([CH3:28])([CH3:27])[CH3:26])=[O:23])[C:13]3[C:18]([CH:19]=2)=[CH:17][C:16]([CH:20]=O)=[CH:15][CH:14]=3)=[C:7]2[C:3]=1[CH2:4][NH:5][C:6]2=[O:29].[NH:30]1[CH2:35][CH2:34][CH:33]([CH2:36][CH2:37][OH:38])[CH2:32][CH2:31]1.C(O)(=O)C.C(O[BH-](OC(=O)C)OC(=O)C)(=O)C.[Na+].Cl. Product: [Cl:1][C:2]1[CH:10]=[CH:9][C:8]([C:11]2[N:12]([C:22]([O:24][C:25]([CH3:27])([CH3:26])[CH3:28])=[O:23])[C:13]3[C:18]([CH:19]=2)=[CH:17][C:16]([CH2:20][N:30]2[CH2:35][CH2:34][CH:33]([CH2:36][CH2:37][OH:38])[CH2:32][CH2:31]2)=[CH:15][CH:14]=3)=[C:7]2[C:3]=1[CH2:4][NH:5][C:6]2=[O:29]. The catalyst class is: 115. (2) Reactant: C(OC([N:8]1[CH2:13][CH2:12][CH:11]([N:14]2[CH:18]=[C:17]([C:19]3[C:23]4[CH:24]=[N:25][C:26]([NH2:40])=[C:27]([O:28][C@@H:29]([C:31]5[C:36]([Cl:37])=[CH:35][CH:34]=[C:33]([F:38])[C:32]=5[Cl:39])[CH3:30])[C:22]=4[O:21][C:20]=3[Br:41])[CH:16]=[N:15]2)[CH2:10][CH2:9]1)=O)(C)(C)C.Cl. Product: [Br:41][C:20]1[O:21][C:22]2[C:27]([O:28][C@@H:29]([C:31]3[C:36]([Cl:37])=[CH:35][CH:34]=[C:33]([F:38])[C:32]=3[Cl:39])[CH3:30])=[C:26]([NH2:40])[N:25]=[CH:24][C:23]=2[C:19]=1[C:17]1[CH:16]=[N:15][N:14]([CH:11]2[CH2:12][CH2:13][NH:8][CH2:9][CH2:10]2)[CH:18]=1. The catalyst class is: 343. (3) The catalyst class is: 15. Product: [NH2:22][C:21]1[S:20][C:18]2[CH:19]=[C:13]([CH2:1][CH2:2][CH2:3][CH2:4][CH2:5][CH2:6][CH2:7][CH2:8][CH2:9][CH2:10][CH2:11][CH3:12])[CH:14]=[CH:15][C:16]=2[N:17]=1. Reactant: [CH2:1]([C:13]1[CH:19]=[CH:18][C:16]([NH2:17])=[CH:15][CH:14]=1)[CH2:2][CH2:3][CH2:4][CH2:5][CH2:6][CH2:7][CH2:8][CH2:9][CH2:10][CH2:11][CH3:12].[S-:20][C:21]#[N:22].[K+].BrBr.O. (4) Reactant: [CH2:1]([N:3]([CH2:23][CH3:24])[CH2:4][CH2:5][NH:6][C:7]([C:9]1[C:10]([CH3:22])=[C:11](C(OC(C)(C)C)=O)[NH:12][C:13]=1[CH3:14])=[O:8])[CH3:2].OS(O)(=O)=O.CO.[OH-].[Na+]. Product: [CH2:23]([N:3]([CH2:1][CH3:2])[CH2:4][CH2:5][NH:6][C:7]([C:9]1[C:10]([CH3:22])=[CH:11][NH:12][C:13]=1[CH3:14])=[O:8])[CH3:24]. The catalyst class is: 6. (5) Reactant: C1COCC1.[CH3:6][O:7][C:8](=[O:16])[CH2:9][CH2:10][CH2:11][CH2:12][C:13](=[S:15])[NH2:14].Br[CH2:18][C:19]([C:21]1[CH:26]=[CH:25][C:24]([O:27][CH3:28])=[CH:23][C:22]=1[OH:29])=O. Product: [CH3:6][O:7][C:8](=[O:16])[CH2:9][CH2:10][CH2:11][CH2:12][C:13]1[S:15][CH:18]=[C:19]([C:21]2[CH:26]=[CH:25][C:24]([O:27][CH3:28])=[CH:23][C:22]=2[OH:29])[N:14]=1. The catalyst class is: 25.